Task: Predict which catalyst facilitates the given reaction.. Dataset: Catalyst prediction with 721,799 reactions and 888 catalyst types from USPTO (1) Product: [Cl:15][C:16]1[CH:17]=[C:18]([CH2:19][N:12]2[CH:13]=[C:9]([B:4]3[O:5][C:6]([CH3:7])([CH3:8])[C:2]([CH3:14])([CH3:1])[O:3]3)[CH:10]=[N:11]2)[CH:21]=[CH:22][CH:23]=1. The catalyst class is: 1. Reactant: [CH3:1][C:2]1([CH3:14])[C:6]([CH3:8])([CH3:7])[O:5][B:4]([C:9]2[CH:10]=[N:11][NH:12][CH:13]=2)[O:3]1.[Cl:15][C:16]1[CH:17]=[C:18]([CH:21]=[CH:22][CH:23]=1)[CH2:19]O.C1(P(C2C=CC=CC=2)C2C=CC=CC=2)C=CC=CC=1.N(C(OC(C)(C)C)=O)=NC(OC(C)(C)C)=O. (2) Product: [F:29][C:30]1[CH:35]=[CH:34][C:33]([CH2:36][C:37]([NH:1][C@H:2]([C:23]2[CH:24]=[CH:25][CH:26]=[CH:27][CH:28]=2)[CH2:3][CH2:4][N:5]2[CH2:10][CH2:9][CH:8]([C:11]3[CH:12]=[C:13]([NH:17][C:18](=[O:22])[CH:19]([CH3:21])[CH3:20])[CH:14]=[CH:15][CH:16]=3)[CH2:7][CH2:6]2)=[O:38])=[CH:32][CH:31]=1. Reactant: [NH2:1][C@H:2]([C:23]1[CH:28]=[CH:27][CH:26]=[CH:25][CH:24]=1)[CH2:3][CH2:4][N:5]1[CH2:10][CH2:9][CH:8]([C:11]2[CH:12]=[C:13]([NH:17][C:18](=[O:22])[CH:19]([CH3:21])[CH3:20])[CH:14]=[CH:15][CH:16]=2)[CH2:7][CH2:6]1.[F:29][C:30]1[CH:35]=[CH:34][C:33]([CH2:36][C:37](Cl)=[O:38])=[CH:32][CH:31]=1. The catalyst class is: 1. (3) Reactant: [CH3:1][N:2]([C@@H:15]1[CH2:19][CH2:18][NH:17][CH2:16]1)[C:3](=[O:14])[C:4]1[CH:9]=[CH:8][CH:7]=[CH:6][C:5]=1[C:10]([F:13])([F:12])[F:11].Cl[C:21]1[C:22]2[CH:29]=[CH:28][NH:27][C:23]=2[N:24]=[CH:25][N:26]=1.CCN(C(C)C)C(C)C. Product: [N:24]1[C:23]2[NH:27][CH:28]=[CH:29][C:22]=2[C:21]([N:17]2[CH2:18][CH2:19][C@@H:15]([N:2]([CH3:1])[C:3](=[O:14])[C:4]3[CH:9]=[CH:8][CH:7]=[CH:6][C:5]=3[C:10]([F:13])([F:11])[F:12])[CH2:16]2)=[N:26][CH:25]=1. The catalyst class is: 14. (4) Reactant: [NH2:1][C:2]1[N:24]=[C:5]2[CH:6]=[N:7][C:8]([C:10]3[CH:15]=[CH:14][C:13]([NH:16]C(=O)OC(C)(C)C)=[CH:12][CH:11]=3)=[CH:9][N:4]2[N:3]=1.C(O)(C(F)(F)F)=O. Product: [NH2:16][C:13]1[CH:14]=[CH:15][C:10]([C:8]2[N:7]=[CH:6][C:5]3[N:4]([N:3]=[C:2]([NH2:1])[N:24]=3)[CH:9]=2)=[CH:11][CH:12]=1. The catalyst class is: 4. (5) Reactant: [Cl:1][C:2]1[CH:3]=[CH:4][C:5]([OH:13])=[C:6]2[C:11]=1[N:10]=[C:9]([CH3:12])[CH:8]=[CH:7]2.C(N(CC)C(C)C)(C)C.[F:23][C:24]([F:37])([F:36])[S:25](O[S:25]([C:24]([F:37])([F:36])[F:23])(=[O:27])=[O:26])(=[O:27])=[O:26].[NH4+].[Cl-]. Product: [F:23][C:24]([F:37])([F:36])[S:25]([O:13][C:5]1[CH:4]=[CH:3][C:2]([Cl:1])=[C:11]2[C:6]=1[CH:7]=[CH:8][C:9]([CH3:12])=[N:10]2)(=[O:27])=[O:26]. The catalyst class is: 2. (6) Reactant: [CH2:1](P(=O)(OCC)OCC)[C:2]1[CH:7]=[CH:6][CH:5]=[CH:4][CH:3]=1.[Li+].CC([N-]C(C)C)C.[CH2:24]([N:31]1[C:39]2[C:34](=[CH:35][C:36]([O:40][CH:41]3[CH2:46][CH2:45][CH2:44][CH2:43][O:42]3)=[CH:37][CH:38]=2)[C:33]([CH:47]=O)=[C:32]1[CH:49]([CH3:51])[CH3:50])[C:25]1[CH:30]=[CH:29][CH:28]=[CH:27][CH:26]=1. Product: [CH2:24]([N:31]1[C:39]2[C:34](=[CH:35][C:36]([O:40][CH:41]3[CH2:46][CH2:45][CH2:44][CH2:43][O:42]3)=[CH:37][CH:38]=2)[C:33](/[CH:47]=[CH:1]/[C:2]2[CH:3]=[CH:4][CH:5]=[CH:6][CH:7]=2)=[C:32]1[CH:49]([CH3:51])[CH3:50])[C:25]1[CH:26]=[CH:27][CH:28]=[CH:29][CH:30]=1. The catalyst class is: 49. (7) Reactant: [CH3:1][O:2][C:3]1[CH:4]=[C:5]([CH:11]([S:16][CH3:17])[CH2:12][N+:13]([O-])=O)[CH:6]=[CH:7][C:8]=1[O:9][CH3:10].[H-].[Al+3].[Li+].[H-].[H-].[H-].[OH-].[Na+].C(=O)([O-])[O-].[K+].[K+]. Product: [CH3:1][O:2][C:3]1[CH:4]=[C:5]([CH:11]([S:16][CH3:17])[CH2:12][NH2:13])[CH:6]=[CH:7][C:8]=1[O:9][CH3:10]. The catalyst class is: 132. (8) Reactant: [C:1]([O:5][C:6](=[O:19])[CH2:7][C@@H:8]([CH2:17][OH:18])[CH2:9][C@H:10]([CH3:16])[CH2:11][CH2:12][CH2:13][CH2:14][CH3:15])([CH3:4])([CH3:3])[CH3:2].[S:20](Cl)([C:23]1[CH:29]=[CH:28][C:26]([CH3:27])=[CH:25][CH:24]=1)(=[O:22])=[O:21].C(N(CC)CC)C. Product: [C:1]([O:5][C:6](=[O:19])[CH2:7][C@@H:8]([CH2:17][O:18][S:20]([C:23]1[CH:29]=[CH:28][C:26]([CH3:27])=[CH:25][CH:24]=1)(=[O:22])=[O:21])[CH2:9][C@H:10]([CH3:16])[CH2:11][CH2:12][CH2:13][CH2:14][CH3:15])([CH3:3])([CH3:2])[CH3:4]. The catalyst class is: 64.